Dataset: NCI-60 drug combinations with 297,098 pairs across 59 cell lines. Task: Regression. Given two drug SMILES strings and cell line genomic features, predict the synergy score measuring deviation from expected non-interaction effect. Drug 1: C1=CC(=C2C(=C1NCCNCCO)C(=O)C3=C(C=CC(=C3C2=O)O)O)NCCNCCO. Drug 2: C1=NNC2=C1C(=O)NC=N2. Cell line: SK-MEL-2. Synergy scores: CSS=43.1, Synergy_ZIP=-0.484, Synergy_Bliss=1.84, Synergy_Loewe=-63.5, Synergy_HSA=-1.56.